From a dataset of Forward reaction prediction with 1.9M reactions from USPTO patents (1976-2016). Predict the product of the given reaction. (1) Given the reactants [CH:1]([C:4]1[C:5]([O:17][CH2:18][CH2:19][CH3:20])=[C:6]([CH:14]=[CH:15][CH:16]=1)[CH2:7][N:8]([CH3:13])[C:9](=[O:12])[CH:10]=[CH2:11])([CH3:3])[CH3:2].C(N(C(C)C)CC)(C)C.Br[C:31]1[CH:44]=[N:43][C:34]2[NH:35][C:36](=[O:42])[C:37]([CH3:41])([CH3:40])[NH:38][CH2:39][C:33]=2[CH:32]=1.CC1C=CC=CC=1P(C1C=CC=CC=1C)C1C=CC=CC=1C, predict the reaction product. The product is: [CH3:40][C:37]1([CH3:41])[C:36](=[O:42])[NH:35][C:34]2[N:43]=[CH:44][C:31](/[CH:11]=[CH:10]/[C:9]([N:8]([CH2:7][C:6]3[CH:14]=[CH:15][CH:16]=[C:4]([CH:1]([CH3:3])[CH3:2])[C:5]=3[O:17][CH2:18][CH2:19][CH3:20])[CH3:13])=[O:12])=[CH:32][C:33]=2[CH2:39][NH:38]1. (2) The product is: [CH3:22][O:21][C:17]([C:18]1[S:19][C:2]2[CH2:7][CH:6]([CH3:8])[CH2:5][CH2:4][C:3]=2[CH:9]=1)=[O:20]. Given the reactants Cl[C:2]1[CH2:7][CH:6]([CH3:8])[CH2:5][CH2:4][C:3]=1[CH:9]=O.C(=O)([O-])[O-].[K+].[K+].[C:17]([O:21][CH3:22])(=[O:20])[CH2:18][SH:19], predict the reaction product. (3) Given the reactants N1C=CC=CC=1.[F:7]N1N=C(F)C=C(F)N1.[NH2:16][CH2:17][CH2:18][C:19]1[N:27]=[C:26]([Cl:28])[CH:25]=[CH:24][C:20]=1[C:21](O)=[O:22], predict the reaction product. The product is: [NH2:16][CH2:17][CH2:18][C:19]1[N:27]=[C:26]([Cl:28])[CH:25]=[CH:24][C:20]=1[C:21]([F:7])=[O:22]. (4) Given the reactants [CH2:1]([N:8]1[CH2:13][CH2:12][O:11][C@H:10]([C:14]([N:16]([CH2:21][C:22]2[CH:32]=[CH:31][C:25]3[O:26][CH2:27][CH2:28][CH2:29][O:30][C:24]=3[CH:23]=2)[CH2:17][CH:18]([CH3:20])[CH3:19])=[O:15])[CH2:9]1)[C:2]1[CH:7]=[CH:6][CH:5]=[CH:4][CH:3]=1.C(N1CCO[C@@H](C(N(CC2C=CC3OCCCOC=3C=2)CC(C)C)=O)C1)C1C=CC=CC=1, predict the reaction product. The product is: [CH2:1]([N:8]1[CH2:13][CH2:12][O:11][CH:10]([C:14]([N:16]([CH2:21][C:22]2[CH:32]=[CH:31][C:25]3[O:26][CH2:27][CH2:28][CH2:29][O:30][C:24]=3[CH:23]=2)[CH2:17][CH:18]([CH3:20])[CH3:19])=[O:15])[CH2:9]1)[C:2]1[CH:7]=[CH:6][CH:5]=[CH:4][CH:3]=1.